Dataset: Reaction yield outcomes from USPTO patents with 853,638 reactions. Task: Predict the reaction yield, written as a fraction of the theoretical maximum amount of product (1.0 means a 100% yield; for example, 0.34 means a 34% yield). (1) The reactants are Br[C:2]1[C:7]([F:8])=[CH:6][CH:5]=[C:4]([CH3:9])[N:3]=1.[I-:10].[Na+].CNCCNC.O. The catalyst is O1CCOCC1.[Cu]I. The product is [F:8][C:7]1[C:2]([I:10])=[N:3][C:4]([CH3:9])=[CH:5][CH:6]=1. The yield is 0.940. (2) The reactants are [CH3:1][C:2]1[N:6]([CH:7]([CH3:9])[CH3:8])[C:5]([C:10]2[CH:15]=[CH:14][N:13]=[C:12]([NH:16][CH:17]3[CH2:22][CH2:21][CH:20]([NH2:23])[CH2:19][CH2:18]3)[N:11]=2)=[CH:4][N:3]=1.[CH3:24][CH2:25][N:26]([CH:30]([CH3:32])C)[CH:27]([CH3:29])C.ClCC[CH2:36][S:37](Cl)(=[O:39])=[O:38]. The catalyst is C(Cl)Cl. The product is [CH3:1][C:2]1[N:6]([CH:7]([CH3:9])[CH3:8])[C:5]([C:10]2[CH:15]=[CH:14][N:13]=[C:12]([NH:16][CH:17]3[CH2:18][CH2:19][CH:20]([NH:23][S:37]([CH2:36][CH2:32][CH2:30][N:26]4[CH2:25][CH2:24][CH2:29][CH2:27]4)(=[O:39])=[O:38])[CH2:21][CH2:22]3)[N:11]=2)=[CH:4][N:3]=1. The yield is 0.700. (3) The reactants are [Br:1][C:2]1[CH:10]=[C:9]2[C:5]([CH2:6][C:7]3([CH2:27][CH2:26][CH:25]([O:28][CH3:29])[CH2:24][CH2:23]3)[C:8]2([NH:16][S:17]([C:19]([CH3:22])([CH3:21])[CH3:20])=[O:18])[C:11]([O:13][CH2:14][CH3:15])=C)=[CH:4][CH:3]=1.C[O:31]C1C=CC(P2(SP(C3C=CC(OC)=CC=3)(=S)S2)=S)=CC=1. The catalyst is C1(C)C=CC=CC=1. The product is [Br:1][C:2]1[CH:10]=[C:9]2[C:5]([CH2:6][C:7]3([CH2:27][CH2:26][CH:25]([O:28][CH3:29])[CH2:24][CH2:23]3)[C:8]2([NH:16][S:17]([C:19]([CH3:21])([CH3:22])[CH3:20])=[O:18])[C:11]([O:13][CH2:14][CH3:15])=[O:31])=[CH:4][CH:3]=1. The yield is 0.250. (4) The reactants are [NH2:1][C:2]1[CH:7]=[C:6]([N+:8]([O-:10])=[O:9])[CH:5]=[CH:4][C:3]=1[CH:11]=[CH:12][C:13]([O:15][CH3:16])=[O:14].[Cl:17][C:18]1[CH:28]=[C:27]([F:29])[C:26]([F:30])=[CH:25][C:19]=1[C:20]([N:22]=[C:23]=[O:24])=[O:21]. The catalyst is C(#N)C. The product is [Cl:17][C:18]1[CH:28]=[C:27]([F:29])[C:26]([F:30])=[CH:25][C:19]=1[C:20]([NH:22][C:23](=[O:24])[NH:1][C:2]1[CH:7]=[C:6]([N+:8]([O-:10])=[O:9])[CH:5]=[CH:4][C:3]=1[CH:11]=[CH:12][C:13]([O:15][CH3:16])=[O:14])=[O:21]. The yield is 0.950. (5) The reactants are Br[C:2]1[N:9]=[C:8]([CH:10]([CH3:12])[CH3:11])[CH:7]=[CH:6][C:3]=1[C:4]#[N:5].[NH3:13]. The catalyst is C(O)C. The product is [NH2:13][C:2]1[N:9]=[C:8]([CH:10]([CH3:12])[CH3:11])[CH:7]=[CH:6][C:3]=1[C:4]#[N:5]. The yield is 0.930. (6) The reactants are [Br:1][CH2:2][CH2:3]Br.[OH-].[Na+].[Br:7][C:8]1[CH:13]=[CH:12][CH:11]=[C:10]([Br:14])[C:9]=1[OH:15].C(OCC)(=O)C. The catalyst is O. The product is [Br:7][C:8]1[CH:13]=[CH:12][CH:11]=[C:10]([Br:14])[C:9]=1[O:15][CH2:3][CH2:2][Br:1]. The yield is 0.570. (7) The reactants are [Cl-].O[NH3+:3].[C:4](=[O:7])([O-])[OH:5].[Na+].CS(C)=O.[CH2:13]([C:17]1[N:18]=[C:19]([CH3:50])[N:20]([C:40]2[CH:41]=[CH:42][C:43]3[O:47][CH:46]([CH3:48])[CH2:45][C:44]=3[CH:49]=2)[C:21](=[O:39])[C:22]=1[CH2:23][C:24]1[CH:29]=[CH:28][C:27]([C:30]2[C:31]([C:36]#[N:37])=[CH:32][CH:33]=[CH:34][CH:35]=2)=[CH:26][C:25]=1[F:38])[CH2:14][CH2:15][CH3:16]. The catalyst is O.C(OCC)(=O)C. The product is [CH2:13]([C:17]1[N:18]=[C:19]([CH3:50])[N:20]([C:40]2[CH:41]=[CH:42][C:43]3[O:47][CH:46]([CH3:48])[CH2:45][C:44]=3[CH:49]=2)[C:21](=[O:39])[C:22]=1[CH2:23][C:24]1[CH:29]=[CH:28][C:27]([C:30]2[CH:35]=[CH:34][CH:33]=[CH:32][C:31]=2[C:36]2[NH:3][C:4](=[O:7])[O:5][N:37]=2)=[CH:26][C:25]=1[F:38])[CH2:14][CH2:15][CH3:16]. The yield is 0.590.